Dataset: Peptide-MHC class II binding affinity with 134,281 pairs from IEDB. Task: Regression. Given a peptide amino acid sequence and an MHC pseudo amino acid sequence, predict their binding affinity value. This is MHC class II binding data. (1) The peptide sequence is MKGVERLAVMGDTAW. The MHC is DRB3_0202 with pseudo-sequence DRB3_0202. The binding affinity (normalized) is 0.387. (2) The peptide sequence is EKKYFAKTQFEPLAA. The MHC is DRB1_0701 with pseudo-sequence DRB1_0701. The binding affinity (normalized) is 0.808. (3) The peptide sequence is KTLEAAFTVSSKRNL. The MHC is HLA-DPA10103-DPB10301 with pseudo-sequence HLA-DPA10103-DPB10301. The binding affinity (normalized) is 0.325. (4) The peptide sequence is RSLWIIFSKNLNIKL. The MHC is HLA-DQA10501-DQB10201 with pseudo-sequence HLA-DQA10501-DQB10201. The binding affinity (normalized) is 0. (5) The peptide sequence is EFENFMKIGAHPIMY. The binding affinity (normalized) is 0.594. The MHC is DRB1_0101 with pseudo-sequence DRB1_0101. (6) The peptide sequence is AIVYYSMYGHIKKMA. The MHC is DRB3_0101 with pseudo-sequence DRB3_0101. The binding affinity (normalized) is 0.0777. (7) The peptide sequence is QNRMKLADCAVGFGS. The binding affinity (normalized) is 0.557. The MHC is DRB1_1201 with pseudo-sequence DRB1_1201. (8) The peptide sequence is WTNTPTKWDNSFLEI. The MHC is DRB1_0404 with pseudo-sequence DRB1_0404. The binding affinity (normalized) is 0.221. (9) The peptide sequence is VTKKEEPVNIEAEPP. The MHC is DRB1_0404 with pseudo-sequence DRB1_0404. The binding affinity (normalized) is 0.125. (10) The peptide sequence is ITDAVGNDMPGGYCL. The MHC is DRB1_1302 with pseudo-sequence DRB1_1302. The binding affinity (normalized) is 0.124.